The task is: Predict the reaction yield, written as a fraction of the theoretical maximum amount of product (1.0 means a 100% yield; for example, 0.34 means a 34% yield).. This data is from Reaction yield outcomes from USPTO patents with 853,638 reactions. (1) The catalyst is O1CCOCC1. The yield is 0.0900. The reactants are [C@@H:1]1([NH:10][C:11]([C:13]2[CH:18]=[CH:17][CH:16]=[C:15]([C:19]3[C:27]4[C:22](=[CH:23][CH:24]=[C:25]([C:28]5[N:32]=[CH:31][N:30](C(C6C=CC=CC=6)(C6C=CC=CC=6)C6C=CC=CC=6)[N:29]=5)[CH:26]=4)[N:21](C4CCCCO4)[N:20]=3)[CH:14]=2)=[O:12])[C:9]2[C:4](=[CH:5][CH:6]=[CH:7][CH:8]=2)[CH2:3][CH2:2]1.Cl.C(=O)(O)[O-].[Na+]. The product is [NH:29]1[C:28]([C:25]2[CH:26]=[C:27]3[C:22](=[CH:23][CH:24]=2)[NH:21][N:20]=[C:19]3[C:15]2[CH:14]=[C:13]([C:11]([NH:10][C@@H:1]3[C:9]4[C:4](=[CH:5][CH:6]=[CH:7][CH:8]=4)[CH2:3][CH2:2]3)=[O:12])[CH:18]=[CH:17][CH:16]=2)=[N:32][CH:31]=[N:30]1. (2) The reactants are [Cl:1][C:2]1[CH:7]=[C:6]([N+:8]([O-:10])=[O:9])[CH:5]=[CH:4][C:3]=1[S:11][C:12]1[S:13][C:14]2[CH:20]=[CH:19][C:18]([C:21]([OH:23])=[O:22])=[CH:17][C:15]=2[N:16]=1.[CH3:24][Si](C=[N+]=[N-])(C)C. The product is [CH3:24][O:22][C:21]([C:18]1[CH:19]=[CH:20][C:14]2[S:13][C:12]([S:11][C:3]3[CH:4]=[CH:5][C:6]([N+:8]([O-:10])=[O:9])=[CH:7][C:2]=3[Cl:1])=[N:16][C:15]=2[CH:17]=1)=[O:23]. The yield is 1.00. The catalyst is CO.C1COCC1.CCCCCC. (3) The reactants are [NH2:1][C:2]1[CH:22]=[CH:21][CH:20]=[CH:19][C:3]=1[C:4]([NH:6][C:7]1[CH:12]=[CH:11][C:10]([N:13]2[CH2:18][CH2:17][O:16][CH2:15][CH2:14]2)=[CH:9][CH:8]=1)=[O:5].[Si]([O:30][CH2:31][CH2:32][O:33][C:34]1[C:41]([CH3:42])=[CH:40][C:37]([CH:38]=O)=[CH:36][C:35]=1[CH3:43])(C(C)(C)C)(C)C.OS([O-])=O.[Na+].CC1C=CC(S(O)(=O)=O)=CC=1. The catalyst is CC(N(C)C)=O.[Cl-].[Li+]. The product is [OH:30][CH2:31][CH2:32][O:33][C:34]1[C:41]([CH3:42])=[CH:40][C:37]([C:38]2[N:6]([C:7]3[CH:8]=[CH:9][C:10]([N:13]4[CH2:14][CH2:15][O:16][CH2:17][CH2:18]4)=[CH:11][CH:12]=3)[C:4](=[O:5])[C:3]3[C:2](=[CH:22][CH:21]=[CH:20][CH:19]=3)[N:1]=2)=[CH:36][C:35]=1[CH3:43]. The yield is 0.0800.